Dataset: Reaction yield outcomes from USPTO patents with 853,638 reactions. Task: Predict the reaction yield, written as a fraction of the theoretical maximum amount of product (1.0 means a 100% yield; for example, 0.34 means a 34% yield). (1) The yield is 0.290. The reactants are [OH:1][CH2:2][CH2:3][O:4][C:5](=[O:17])[CH2:6][O:7][C:8]1[CH:13]=[CH:12][C:11]([N+:14]([O-:16])=[O:15])=[CH:10][CH:9]=1.[N+:18]([C:21]1[CH:32]=[CH:31][C:24]([O:25][CH:26]([CH3:30])[C:27](O)=[O:28])=[CH:23][CH:22]=1)([O-:20])=[O:19].C1(N=C=NC2CCCCC2)CCCCC1. The product is [N+:14]([C:11]1[CH:12]=[CH:13][C:8]([O:7][CH2:6][C:5]([O:4][CH2:3][CH2:2][O:1][C:27](=[O:28])[CH:26]([O:25][C:24]2[CH:23]=[CH:22][C:21]([N+:18]([O-:20])=[O:19])=[CH:32][CH:31]=2)[CH3:30])=[O:17])=[CH:9][CH:10]=1)([O-:16])=[O:15]. The catalyst is ClCCl. (2) The reactants are [CH3:1][CH2:2][N:3]([CH:7]([CH3:9])[CH3:8])[CH:4]([CH3:6])C.CN(C(ON1N=NC2C=[CH:22][CH:23]=[N:24][C:19]1=2)=[N+](C)C)C.F[P-](F)(F)(F)(F)F. The catalyst is C1COCC1. The product is [CH:7]1([N:3]2[CH2:2][CH2:1][C:6]3([CH2:22][CH2:23][NH:24][CH2:19]3)[CH2:4]2)[CH2:8][CH2:9]1. The yield is 0.500. (3) The reactants are [Cl:1][C:2]1[CH:3]=[C:4]([NH:9][C:10](=[O:38])[CH2:11][C:12]2[CH:17]=[CH:16][C:15]([C:18]3[CH:19]=[N:20][C:21]([O:27]CC4C=CC(OC)=CC=4)=[C:22]([O:24][CH2:25][CH3:26])[CH:23]=3)=[CH:14][C:13]=2[F:37])[CH:5]=[CH:6][C:7]=1[Cl:8].Cl. No catalyst specified. The product is [Cl:1][C:2]1[CH:3]=[C:4]([NH:9][C:10](=[O:38])[CH2:11][C:12]2[CH:17]=[CH:16][C:15]([C:18]3[CH:23]=[C:22]([O:24][CH2:25][CH3:26])[C:21](=[O:27])[NH:20][CH:19]=3)=[CH:14][C:13]=2[F:37])[CH:5]=[CH:6][C:7]=1[Cl:8]. The yield is 0.313. (4) No catalyst specified. The reactants are [Br:1][CH2:2][CH2:3][CH2:4][CH2:5][CH2:6][CH2:7][OH:8].[O:9]1[CH:14]=[CH:13][CH2:12][CH2:11][CH2:10]1. The yield is 0.909. The product is [Br:1][CH2:2][CH2:3][CH2:4][CH2:5][CH2:6][CH2:7][O:8][CH:10]1[CH2:11][CH2:12][CH2:13][CH2:14][O:9]1. (5) The reactants are C([BH3-])#N.[Na+].[I:5][C:6]1[CH:7]=[C:8]2[C:12](=[CH:13][CH:14]=1)[NH:11][CH:10]=[CH:9]2.[C:15](O[C:15]([O:17][C:18]([CH3:21])([CH3:20])[CH3:19])=[O:16])([O:17][C:18]([CH3:21])([CH3:20])[CH3:19])=[O:16].C(=O)(O)[O-].[Na+].Cl.C(N)C1C=CC=CC=1. The catalyst is C(O)(=O)C.O1CCCC1. The product is [I:5][C:6]1[CH:7]=[C:8]2[C:12](=[CH:13][CH:14]=1)[N:11]([C:15]([O:17][C:18]([CH3:21])([CH3:20])[CH3:19])=[O:16])[CH2:10][CH2:9]2. The yield is 0.450. (6) The reactants are [CH:1]1([C:4]2[NH:8][N:7]=[C:6]([NH:9][C:10]3[C:15]([N+:16]([O-:18])=[O:17])=[CH:14][C:13]([F:19])=[C:12](F)[C:11]=3[F:21])[CH:5]=2)[CH2:3][CH2:2]1.[F:22][C:23]1[CH:28]=[CH:27][C:26]([C@@H:29]([NH2:31])[CH3:30])=[CH:25][CH:24]=1.CCN(C(C)C)C(C)C. The catalyst is CCCCO. The product is [CH:1]1([C:4]2[NH:8][N:7]=[C:6]([NH:9][C:10]3[C:15]([N+:16]([O-:18])=[O:17])=[CH:14][C:13]([F:19])=[C:12]([NH:31][C@H:29]([C:26]4[CH:27]=[CH:28][C:23]([F:22])=[CH:24][CH:25]=4)[CH3:30])[C:11]=3[F:21])[CH:5]=2)[CH2:2][CH2:3]1. The yield is 0.710.